This data is from Reaction yield outcomes from USPTO patents with 853,638 reactions. The task is: Predict the reaction yield, written as a fraction of the theoretical maximum amount of product (1.0 means a 100% yield; for example, 0.34 means a 34% yield). (1) The reactants are S(Cl)(Cl)=O.[Br:5][CH2:6][C@@:7]([OH:12])([CH3:11])[C:8](O)=[O:9].CCN(CC)CC.[NH2:20][C:21]1[CH:22]=[CH:23][C:24]([C:31]#[N:32])=[C:25]([C:27]([F:30])([F:29])[F:28])[CH:26]=1. The product is [Br:5][CH2:6][C@@:7]([OH:12])([CH3:11])[C:8]([NH:20][C:21]1[CH:22]=[CH:23][C:24]([C:31]#[N:32])=[C:25]([C:27]([F:28])([F:29])[F:30])[CH:26]=1)=[O:9]. The catalyst is C1COCC1.O. The yield is 0.739. (2) The reactants are Cl[C:2]([O:4][CH2:5][CH:6]([CH3:8])[CH3:7])=[O:3].Cl.[Br:10][C:11]1[CH:18]=[CH:17][C:14]([CH2:15][NH2:16])=[CH:13][CH:12]=1.N1C=CC=CC=1.Cl. The catalyst is CN(C=O)C. The product is [CH2:5]([O:4][C:2](=[O:3])[NH:16][CH2:15][C:14]1[CH:17]=[CH:18][C:11]([Br:10])=[CH:12][CH:13]=1)[CH:6]([CH3:8])[CH3:7]. The yield is 0.700. (3) The reactants are [CH3:1][O:2][C:3]1[CH:12]=[C:11]([NH:13][C:14]([C:16]2[O:17][C:18]([CH:24]([CH3:26])[CH3:25])=[C:19]([CH:21]([CH3:23])[CH3:22])[CH:20]=2)=[O:15])[CH:10]=[CH:9][C:4]=1[C:5]([O:7]C)=[O:6]. The catalyst is [OH-].[Na+]. The product is [CH3:1][O:2][C:3]1[CH:12]=[C:11]([NH:13][C:14]([C:16]2[O:17][C:18]([CH:24]([CH3:26])[CH3:25])=[C:19]([CH:21]([CH3:22])[CH3:23])[CH:20]=2)=[O:15])[CH:10]=[CH:9][C:4]=1[C:5]([OH:7])=[O:6]. The yield is 0.870. (4) The reactants are [CH3:1][O:2][C:3]1[CH:4]=[C:5]([CH2:9][C:10](Cl)=[O:11])[CH:6]=[CH:7][CH:8]=1.[F:13][C:14]1[CH:20]=[CH:19][C:17]([NH2:18])=[CH:16][CH:15]=1. No catalyst specified. The product is [F:13][C:14]1[CH:20]=[CH:19][C:17]([NH:18][C:10](=[O:11])[CH2:9][C:5]2[CH:6]=[CH:7][CH:8]=[C:3]([O:2][CH3:1])[CH:4]=2)=[CH:16][CH:15]=1. The yield is 0.980. (5) The reactants are [N+:1]([C:4]1[CH:5]=[C:6]([CH:9]=[CH:10][CH:11]=1)[CH:7]=[O:8])([O-:3])=[O:2].C[Si]([C:16]#[N:17])(C)C.Cl.C(OCC)C. The catalyst is ClCCl.[I-].[Zn+2].[I-]. The product is [OH:8][CH:7]([C:6]1[CH:9]=[CH:10][CH:11]=[C:4]([N+:1]([O-:3])=[O:2])[CH:5]=1)[C:16]#[N:17]. The yield is 0.850. (6) The reactants are [F:1][C:2]1[CH:7]=[CH:6][C:5]([F:8])=[CH:4][C:3]=1[C@H:9]1[CH2:13][CH2:12][CH2:11][N:10]1[C:14]1[CH:19]=[CH:18][N:17]2[N:20]=[CH:21][C:22]([NH:23][C:24]([N:26]3[CH2:29][CH:28]([OH:30])[CH2:27]3)=[O:25])=[C:16]2[N:15]=1.[S:31](=[O:35])(=[O:34])([OH:33])[OH:32]. The catalyst is CO. The product is [S:31]([OH:35])([OH:34])(=[O:33])=[O:32].[F:1][C:2]1[CH:7]=[CH:6][C:5]([F:8])=[CH:4][C:3]=1[C@H:9]1[CH2:13][CH2:12][CH2:11][N:10]1[C:14]1[CH:19]=[CH:18][N:17]2[N:20]=[CH:21][C:22]([NH:23][C:24]([N:26]3[CH2:29][CH:28]([OH:30])[CH2:27]3)=[O:25])=[C:16]2[N:15]=1. The yield is 0.700.